Predict the reactants needed to synthesize the given product. From a dataset of Retrosynthesis with 50K atom-mapped reactions and 10 reaction types from USPTO. (1) The reactants are: C#C[Si](C)(C)C.COc1ccc(Cn2nc(Br)nc2N2CCCC2)cc1. Given the product COc1ccc(Cn2nc(C#C[Si](C)(C)C)nc2N2CCCC2)cc1, predict the reactants needed to synthesize it. (2) Given the product Cn1c(C(F)(F)F)cc(=O)n(-c2cc3c(cc2F)OCC(=O)N3)c1=O, predict the reactants needed to synthesize it. The reactants are: CI.O=C1COc2cc(F)c(-n3c(=O)cc(C(F)(F)F)[nH]c3=O)cc2N1. (3) Given the product CN(C)c1ccc([N+](=O)[O-])cn1, predict the reactants needed to synthesize it. The reactants are: CNC.O=[N+]([O-])c1ccc(Cl)nc1. (4) Given the product CN(C[C@H](CC1CCCCC1)NC(=O)c1cccc(Br)c1)C(=O)OCC[Si](C)(C)C, predict the reactants needed to synthesize it. The reactants are: CN(C[C@@H](N)CC1CCCCC1)C(=O)OCC[Si](C)(C)C.O=C(O)c1cccc(Br)c1.